This data is from Forward reaction prediction with 1.9M reactions from USPTO patents (1976-2016). The task is: Predict the product of the given reaction. (1) Given the reactants [NH2:1][CH2:2][CH2:3][C:4]1[CH:9]=[CH:8][C:7]([S:10]([CH:13]2[CH2:18][CH2:17][N:16]([C:19]([NH:21][CH2:22][CH2:23][CH2:24][CH2:25][CH2:26][CH2:27][CH2:28][CH3:29])=[O:20])[CH2:15][CH2:14]2)(=[O:12])=[O:11])=[CH:6][CH:5]=1.C([Si](C(C)C)(C(C)C)[O:34][C:35]1[CH:40]=[CH:39][C:38]([O:41][CH2:42][C@@H:43]2[CH2:45][O:44]2)=[CH:37][C:36]=1[CH3:46])(C)C, predict the reaction product. The product is: [CH2:22]([NH:21][C:19]([N:16]1[CH2:17][CH2:18][CH:13]([S:10]([C:7]2[CH:6]=[CH:5][C:4]([CH2:3][CH2:2][NH:1][CH2:45][C@H:43]([OH:44])[CH2:42][O:41][C:38]3[CH:39]=[CH:40][C:35]([OH:34])=[C:36]([CH3:46])[CH:37]=3)=[CH:9][CH:8]=2)(=[O:12])=[O:11])[CH2:14][CH2:15]1)=[O:20])[CH2:23][CH2:24][CH2:25][CH2:26][CH2:27][CH2:28][CH3:29]. (2) The product is: [C:14]([O:15][CH3:16])(=[O:22])[C:2]1[C:1](=[CH:6][CH:5]=[CH:4][CH:3]=1)[OH:7]. Given the reactants [C:1]1([OH:7])[CH:6]=[CH:5][CH:4]=[CH:3][CH:2]=1.C(Cl)(Cl)=O.[OH-].[Na+].[C:14](=O)([O:22]C1C=CC=CC=1)[O:15][C:16]1C=CC=CC=1, predict the reaction product. (3) Given the reactants [CH3:1][O:2][C:3]1[CH:4]=[C:5]([NH:9][C:10](=[O:12])[CH3:11])[CH:6]=[CH:7][CH:8]=1.[O:13]=[CH:14][CH2:15][CH2:16][CH2:17][CH2:18][C:19]([O:21][CH3:22])=[O:20].CC(OO)(C)C, predict the reaction product. The product is: [C:10]([NH:9][C:5]1[CH:4]=[C:3]([O:2][CH3:1])[CH:8]=[CH:7][C:6]=1[C:14](=[O:13])[CH2:15][CH2:16][CH2:17][CH2:18][C:19]([O:21][CH3:22])=[O:20])(=[O:12])[CH3:11]. (4) Given the reactants Cl[C:2]1[N:7]=[CH:6][CH:5]=[CH:4][N:3]=1.[NH2:8][C:9]1[CH:14]=[CH:13][CH:12]=[CH:11][C:10]=1[NH:15][C:16]([C:18]1[S:19][C:20]2[CH2:21][NH:22][CH2:23][CH2:24][C:25]=2[N:26]=1)=[O:17], predict the reaction product. The product is: [NH2:8][C:9]1[CH:14]=[CH:13][CH:12]=[CH:11][C:10]=1[NH:15][C:16]([C:18]1[S:19][C:20]2[CH2:21][N:22]([C:2]3[N:7]=[CH:6][CH:5]=[CH:4][N:3]=3)[CH2:23][CH2:24][C:25]=2[N:26]=1)=[O:17]. (5) Given the reactants [C:1]1([N:7]2[C:11]3[CH:12]=[N:13][CH:14]=[CH:15][C:10]=3[N:9]=[C:8]2[CH:16]([NH2:18])[CH3:17])[CH:6]=[CH:5][CH:4]=[CH:3][CH:2]=1.Cl[C:20]1[N:28]=[CH:27][N:26]=[C:25]2[C:21]=1[N:22]=[CH:23][N:24]2C1CCCCO1.CCN(C(C)C)C(C)C.Cl.O1CCOCC1, predict the reaction product. The product is: [C:1]1([N:7]2[C:11]3[CH:12]=[N:13][CH:14]=[CH:15][C:10]=3[N:9]=[C:8]2[CH:16]([NH:18][C:20]2[N:28]=[CH:27][N:26]=[C:25]3[C:21]=2[N:22]=[CH:23][NH:24]3)[CH3:17])[CH:2]=[CH:3][CH:4]=[CH:5][CH:6]=1. (6) Given the reactants Br[C:2]1[S:3][C:4](Br)=[CH:5][CH:6]=1.[CH3:8][O:9][C:10]1[CH:11]=[C:12](B(O)O)[CH:13]=[CH:14][C:15]=1[O:16][CH3:17].[C:21]([O-:24])([O-])=O.[Na+].[Na+], predict the reaction product. The product is: [CH3:8][O:9][C:10]1[CH:11]=[C:12]([C:2]2[S:3][C:4]([C:13]3[CH:12]=[CH:11][C:10]([O:9][CH3:8])=[C:15]([O:24][CH3:21])[CH:14]=3)=[CH:5][CH:6]=2)[CH:13]=[CH:14][C:15]=1[O:16][CH3:17].